This data is from Reaction yield outcomes from USPTO patents with 853,638 reactions. The task is: Predict the reaction yield, written as a fraction of the theoretical maximum amount of product (1.0 means a 100% yield; for example, 0.34 means a 34% yield). (1) The reactants are C([O-])(=O)C.[NH4+:5].[CH3:6][CH:7]1[CH2:11][CH2:10][C:9](=O)[C@@H:8]1[C:13]([O:15][CH2:16][CH3:17])=[O:14]. The catalyst is CO. The product is [NH2:5][C:9]1[CH2:10][CH2:11][C@@H:7]([CH3:6])[C:8]=1[C:13]([O:15][CH2:16][CH3:17])=[O:14]. The yield is 0.970. (2) The yield is 0.420. The product is [CH2:1]([O:3][C:4]([C:6]1([C:9]2[CH:10]=[CH:11][C:12]([C:15]3[CH:20]=[CH:19][C:18]([C:21]4[S:22][C:23]([Cl:29])=[CH:24][C:25]=4[NH:41][C:46]([O:40][C@@H:38]([C:32]4[CH:37]=[CH:36][CH:35]=[CH:34][CH:33]=4)[CH3:39])=[O:50])=[CH:17][C:16]=3[O:30][CH3:31])=[CH:13][CH:14]=2)[CH2:8][CH2:7]1)=[O:5])[CH3:2]. The catalyst is C1(C)C=CC=CC=1. The reactants are [CH2:1]([O:3][C:4]([C:6]1([C:9]2[CH:14]=[CH:13][C:12]([C:15]3[CH:20]=[CH:19][C:18]([C:21]4[S:22][C:23]([Cl:29])=[CH:24][C:25]=4C(=O)N)=[CH:17][C:16]=3[O:30][CH3:31])=[CH:11][CH:10]=2)[CH2:8][CH2:7]1)=[O:5])[CH3:2].[C:32]1([C@H:38]([OH:40])[CH3:39])[CH:37]=[CH:36][CH:35]=[CH:34][CH:33]=1.[N:41]1[CH:46]=CC=CC=1.FC(F)(F)C(OI(C1C=CC=CC=1)OC(=O)C(F)(F)F)=[O:50]. (3) The reactants are [C:1]12([CH2:11][OH:12])[CH2:10][CH:5]3[CH2:6][CH:7]([CH2:9][CH:3]([CH2:4]3)[CH2:2]1)[CH2:8]2.[H-].[Na+].F[C:16]1[CH:23]=[CH:22][C:19]([C:20]#[N:21])=[CH:18][C:17]=1[Br:24]. The catalyst is O1CCCC1. The product is [C:1]12([CH2:11][O:12][C:16]3[CH:23]=[CH:22][C:19]([C:20]#[N:21])=[CH:18][C:17]=3[Br:24])[CH2:8][CH:7]3[CH2:6][CH:5]([CH2:4][CH:3]([CH2:9]3)[CH2:2]1)[CH2:10]2. The yield is 0.800. (4) The reactants are [N+:1]([C:4]1[CH:15]=[CH:14][C:7]2[O:8][CH:9]([CH2:12][OH:13])[CH2:10][O:11][C:6]=2[CH:5]=1)([O-:3])=[O:2].[H-].[Na+].Cl[CH2:19][CH:20]1[CH2:22][CH2:21]1. The catalyst is CCCC[N+](CCCC)(CCCC)CCCC.[Br-].CN(C=O)C. The product is [CH:20]1([CH2:19][O:13][CH2:12][CH:9]2[O:8][C:7]3[CH:14]=[CH:15][C:4]([N+:1]([O-:3])=[O:2])=[CH:5][C:6]=3[O:11][CH2:10]2)[CH2:22][CH2:21]1. The yield is 0.500. (5) The reactants are C([O:8][C:9]1[CH:14]=[C:13]([O:15]CC2C=CC=CC=2)[C:12]([C:23]([CH3:25])=[CH2:24])=[CH:11][C:10]=1[C:26]([N:28]1[CH2:36][C:35]2[C:30](=[CH:31][CH:32]=[C:33]([C:37]3([OH:44])[CH2:42][CH2:41][N:40]([CH3:43])[CH2:39][CH2:38]3)[CH:34]=2)[CH2:29]1)=[O:27])C1C=CC=CC=1. The product is [OH:8][C:9]1[CH:14]=[C:13]([OH:15])[C:12]([CH:23]([CH3:25])[CH3:24])=[CH:11][C:10]=1[C:26]([N:28]1[CH2:36][C:35]2[C:30](=[CH:31][CH:32]=[C:33]([C:37]3([OH:44])[CH2:42][CH2:41][N:40]([CH3:43])[CH2:39][CH2:38]3)[CH:34]=2)[CH2:29]1)=[O:27]. The catalyst is CO.[Pd]. The yield is 1.00. (6) The yield is 0.980. The product is [C:1]([C:3]1[C:11]2[C:6](=[CH:7][CH:8]=[CH:9][CH:10]=2)[N:5]([CH3:12])[CH:4]=1)#[N:2]. The catalyst is CCOC(C)=O.O. The reactants are [C:1]([C:3]1[C:11]2[C:6](=[CH:7][CH:8]=[CH:9][CH:10]=2)[NH:5][CH:4]=1)#[N:2].[CH2:12]1N2CCN(CC2)C1. (7) The reactants are [C:1]([O:5][C:6](=[O:12])[NH:7][O:8][CH2:9][CH2:10]Br)([CH3:4])([CH3:3])[CH3:2].[NH:13]1[CH2:18][CH2:17][O:16][CH2:15][CH2:14]1. The catalyst is CN(C=O)C.CCOC(C)=O. The product is [C:1]([O:5][C:6](=[O:12])[NH:7][O:8][CH2:9][CH2:10][N:13]1[CH2:18][CH2:17][O:16][CH2:15][CH2:14]1)([CH3:4])([CH3:3])[CH3:2]. The yield is 0.460.